From a dataset of Full USPTO retrosynthesis dataset with 1.9M reactions from patents (1976-2016). Predict the reactants needed to synthesize the given product. (1) The reactants are: CS(O[C@H:6]1[CH2:9][C@@H:8]([NH:10][C:11]([O:13][C:14]([CH3:17])([CH3:16])[CH3:15])=[O:12])[CH2:7]1)(=O)=O.C(OC(=O)N[C@H]1C[C@H](N)C1)(C)(C)C.[NH2:31][NH2:32]. Given the product [C:14]([O:13][C:11](=[O:12])[NH:10][C@H:8]1[CH2:9][C@H:6]([NH:31][NH2:32])[CH2:7]1)([CH3:17])([CH3:16])[CH3:15], predict the reactants needed to synthesize it. (2) Given the product [F:19][C:20]([F:25])([F:24])[C:21]([OH:23])=[O:22].[F:17][C:14]1[CH:15]=[CH:16][C:11]([C:10]([NH:9][NH2:8])=[S:18])=[CH:12][CH:13]=1, predict the reactants needed to synthesize it. The reactants are: C(OC([NH:8][NH:9][C:10](=[S:18])[C:11]1[CH:16]=[CH:15][C:14]([F:17])=[CH:13][CH:12]=1)=O)(C)(C)C.[F:19][C:20]([F:25])([F:24])[C:21]([OH:23])=[O:22].C1(SC)C=CC=CC=1. (3) Given the product [CH:1]1([CH2:6][N:7]2[C:11]3=[N:12][CH:13]=[C:14]([F:16])[CH:15]=[C:10]3[C:9]([C:19]#[N:20])=[N:8]2)[CH2:5][CH2:4][CH2:3][CH2:2]1, predict the reactants needed to synthesize it. The reactants are: [CH:1]1([CH2:6][N:7]2[C:11]3=[N:12][CH:13]=[C:14]([F:16])[CH:15]=[C:10]3[C:9](I)=[N:8]2)[CH2:5][CH2:4][CH2:3][CH2:2]1.[Cu][C:19]#[N:20]. (4) Given the product [Cl:1][C:2]1[CH:7]=[CH:6][C:5]([CH:8]([NH:12][C:13]2[NH:14][N:15]3[C:22]([CH:23]4[CH2:28][CH2:27][N:26]([C:34]([O:33][C:30]([CH3:32])([CH3:31])[CH3:29])=[O:35])[CH2:25][CH2:24]4)=[N:21][CH:20]=[C:16]3[C:17](=[O:19])[N:18]=2)[CH2:9][CH2:10][OH:11])=[CH:4][CH:3]=1, predict the reactants needed to synthesize it. The reactants are: [Cl:1][C:2]1[CH:7]=[CH:6][C:5]([CH:8]([NH:12][C:13]2[NH:14][N:15]3[C:22]([CH:23]4[CH2:28][CH2:27][NH:26][CH2:25][CH2:24]4)=[N:21][CH:20]=[C:16]3[C:17](=[O:19])[N:18]=2)[CH2:9][CH2:10][OH:11])=[CH:4][CH:3]=1.[CH3:29][C:30]([O:33][C:34](O[C:34]([O:33][C:30]([CH3:32])([CH3:31])[CH3:29])=[O:35])=[O:35])([CH3:32])[CH3:31]. (5) Given the product [Cl:24][C:22]1[CH:21]=[CH:20][C:19]2[C:13](=[CH:12][C:3]3[CH:4]=[CH:5][CH:6]=[C:1]([CH3:10])[CH:2]=3)[C:14]3[CH:28]=[CH:27][CH:26]=[CH:25][C:15]=3[CH2:16][CH2:17][C:18]=2[CH:23]=1, predict the reactants needed to synthesize it. The reactants are: [C:1]1([CH3:10])[CH:6]=[CH:5][CH:4]=[C:3](B(O)O)[CH:2]=1.Br[CH:12]=[C:13]1[C:19]2[CH:20]=[CH:21][C:22]([Cl:24])=[CH:23][C:18]=2[CH2:17][CH2:16][C:15]2[CH:25]=[CH:26][CH:27]=[CH:28][C:14]1=2. (6) Given the product [CH2:25]([O:27][C:28]([C:29]1[CH:30]=[N:14][N:15]2[C:16]([O:23][CH3:24])=[CH:17][CH:18]=[C:19]([CH2:21][OH:22])[C:20]=12)=[O:31])[CH3:26], predict the reactants needed to synthesize it. The reactants are: CC1C=C(C)C=C(C)C=1S([O-])(=O)=O.[NH2:14][N+:15]1[CH:20]=[C:19]([CH2:21][OH:22])[CH:18]=[CH:17][C:16]=1[O:23][CH3:24].[CH2:25]([O:27][C:28](=[O:31])[C:29]#[CH:30])[CH3:26].C(=O)([O-])[O-].[K+].[K+].O. (7) Given the product [ClH:38].[N:28]1([C:26]2[CH:25]=[CH:24][C:23]([C:33]3[N:37]=[N:36][NH:35][N:34]=3)=[C:22]([CH:27]=2)[O:21][CH:13]2[CH2:12][CH2:11][CH:10]3[CH:15]([CH2:16][CH:17]([C:18]([OH:20])=[O:19])[NH:8][CH2:9]3)[CH2:14]2)[CH:32]=[CH:31][CH:30]=[N:29]1, predict the reactants needed to synthesize it. The reactants are: C(OC([N:8]1[C@H:17]([C:18]([OH:20])=[O:19])[CH2:16][C@H:15]2[C@@H:10]([CH2:11][CH2:12][C@H:13]([O:21][C:22]3[CH:27]=[C:26]([N:28]4[CH:32]=[CH:31][CH:30]=[N:29]4)[CH:25]=[CH:24][C:23]=3[C:33]3[N:34]=[N:35][NH:36][N:37]=3)[CH2:14]2)[CH2:9]1)=O)(C)(C)C.[ClH:38].